Dataset: Catalyst prediction with 721,799 reactions and 888 catalyst types from USPTO. Task: Predict which catalyst facilitates the given reaction. (1) Reactant: [Cl:1][C:2]1[CH:7]=[CH:6][C:5]([CH:8]([F:10])[F:9])=[CH:4][C:3]=1[F:11].[Li+].CC([N-]C(C)C)C.C(O[B:24]1[O:28][C:27]([CH3:30])([CH3:29])[C:26]([CH3:32])([CH3:31])[O:25]1)(C)C. Product: [Cl:1][C:2]1[C:3]([F:11])=[C:4]([B:24]2[O:28][C:27]([CH3:30])([CH3:29])[C:26]([CH3:32])([CH3:31])[O:25]2)[C:5]([CH:8]([F:9])[F:10])=[CH:6][CH:7]=1. The catalyst class is: 1. (2) Reactant: [CH3:1][C:2]([N:7]1[CH2:12][CH2:11][CH:10]([C:13]2[S:14][C:15]([C:18]3[CH:23]=[CH:22][C:21]([NH:24][C:25]([NH:27][C:28]4[CH:33]=[C:32](F)[C:31](F)=[CH:30][C:29]=4[F:36])=[O:26])=[CH:20][CH:19]=3)=[CH:16][N:17]=2)[CH2:9][CH2:8]1)([CH3:6])[C:3]([OH:5])=[O:4].FC1C=CC=CC=1NC(=O)NC1C=CC(C2SC(C3CCN(C(C)(C)C(OC(C)(C)C)=O)CC3)=NC=2)=CC=1.Cl. Product: [F:36][C:29]1[CH:30]=[CH:31][CH:32]=[CH:33][C:28]=1[NH:27][C:25](=[O:26])[NH:24][C:21]1[CH:20]=[CH:19][C:18]([C:15]2[S:14][C:13]([CH:10]3[CH2:9][CH2:8][N:7]([C:2]([CH3:1])([CH3:6])[C:3]([OH:5])=[O:4])[CH2:12][CH2:11]3)=[N:17][CH:16]=2)=[CH:23][CH:22]=1. The catalyst class is: 32. (3) Reactant: [C:1]([O:5][C:6]([NH:8][CH2:9][C@H:10]1[CH2:15][CH2:14][C@H:13]([C:16]([NH:18][C@H:19]([C:37](=[O:50])[NH:38][C:39]2[CH:44]=[CH:43][C:42]([C:45]3[N:46]=[N:47][NH:48][N:49]=3)=[CH:41][CH:40]=2)[CH2:20][C:21]2[CH:26]=[CH:25][C:24]([C:27]3[CH:32]=[CH:31][CH:30]=[C:29]([C:33]([O:35]C)=[O:34])[CH:28]=3)=[CH:23][CH:22]=2)=[O:17])[CH2:12][CH2:11]1)=[O:7])([CH3:4])([CH3:3])[CH3:2].O.[OH-].[Li+].Cl. Product: [C:1]([O:5][C:6]([NH:8][CH2:9][C@H:10]1[CH2:15][CH2:14][C@H:13]([C:16]([NH:18][C@H:19]([C:37](=[O:50])[NH:38][C:39]2[CH:44]=[CH:43][C:42]([C:45]3[N:46]=[N:47][NH:48][N:49]=3)=[CH:41][CH:40]=2)[CH2:20][C:21]2[CH:26]=[CH:25][C:24]([C:27]3[CH:32]=[CH:31][CH:30]=[C:29]([C:33]([OH:35])=[O:34])[CH:28]=3)=[CH:23][CH:22]=2)=[O:17])[CH2:12][CH2:11]1)=[O:7])([CH3:4])([CH3:2])[CH3:3]. The catalyst class is: 30. (4) Reactant: [Br:1]Br.[NH:3]1[C:8](=[O:9])[CH2:7][CH2:6][CH2:5][C:4]1=[O:10].Br. Product: [Br:1][CH:5]1[CH2:6][CH2:7][C:8](=[O:9])[NH:3][C:4]1=[O:10]. The catalyst class is: 22. (5) Reactant: [O:1]1CCO[CH:2]1[C:6]1[CH:7]=[C:8]([CH:12]2[C:16]3[C:17]([CH3:31])=[C:18]([NH:23][C:24](=[O:30])[CH2:25][C:26]([CH3:29])([CH3:28])[CH3:27])[C:19]([CH3:22])=[C:20]([CH3:21])[C:15]=3[O:14][CH2:13]2)[CH:9]=[CH:10][CH:11]=1.C1(C)C=CC(S(O)(=O)=O)=CC=1.[NH+]1C=CC=CC=1.O. Product: [CH:2]([C:6]1[CH:7]=[C:8]([CH:12]2[C:16]3[C:17]([CH3:31])=[C:18]([NH:23][C:24](=[O:30])[CH2:25][C:26]([CH3:27])([CH3:28])[CH3:29])[C:19]([CH3:22])=[C:20]([CH3:21])[C:15]=3[O:14][CH2:13]2)[CH:9]=[CH:10][CH:11]=1)=[O:1]. The catalyst class is: 372. (6) Reactant: [CH3:1][CH:2]([CH3:27])[CH2:3][C:4]([C:6]1[C:10]([C:11](OCC)=[O:12])=[CH:9][N:8]([CH2:16][C:17]2[C:26]3[C:21](=[CH:22][CH:23]=[CH:24][CH:25]=3)[CH:20]=[CH:19][CH:18]=2)[N:7]=1)=O.[CH3:28][NH:29][NH2:30]. Product: [CH3:28][N:29]1[C:11](=[O:12])[C:10]2=[CH:9][N:8]([CH2:16][C:17]3[C:26]4[C:21](=[CH:22][CH:23]=[CH:24][CH:25]=4)[CH:20]=[CH:19][CH:18]=3)[N:7]=[C:6]2[C:4]([CH2:3][CH:2]([CH3:27])[CH3:1])=[N:30]1. The catalyst class is: 8. (7) Reactant: [N:1]1([C:8]2[C:9]([C:22]3[S:26][C:25]4[CH:27]=[CH:28][CH:29]=[CH:30][C:24]=4[CH:23]=3)=[N:10][C:11]3[C:16]([N:17]=2)=[CH:15][C:14]([C:18]([O:20]C)=[O:19])=[CH:13][CH:12]=3)[CH2:7][CH2:6][CH2:5][CH2:4][CH2:3][CH2:2]1.[OH-].[Na+].Cl. Product: [N:1]1([C:8]2[C:9]([C:22]3[S:26][C:25]4[CH:27]=[CH:28][CH:29]=[CH:30][C:24]=4[CH:23]=3)=[N:10][C:11]3[C:16]([N:17]=2)=[CH:15][C:14]([C:18]([OH:20])=[O:19])=[CH:13][CH:12]=3)[CH2:2][CH2:3][CH2:4][CH2:5][CH2:6][CH2:7]1. The catalyst class is: 24.